This data is from Full USPTO retrosynthesis dataset with 1.9M reactions from patents (1976-2016). The task is: Predict the reactants needed to synthesize the given product. (1) Given the product [Cl:1][C:2]1[CH:3]=[CH:4][C:5]([N:15]2[CH:19]=[C:18]([Cl:20])[N:17]=[N:16]2)=[C:6]([C:8]2[N:13]=[CH:12][N:11]([C@@H:57]3[C:73]4[CH:74]=[C:69]([N:70]=[CH:71][CH:72]=4)[C:68]4[N:67]([CH3:75])[N:66]=[CH:65][C:64]=4[NH:63][C:62](=[O:76])[C@H:61]([CH3:77])[CH2:60][CH2:59][CH2:58]3)[C:10](=[O:14])[CH:9]=2)[CH:7]=1, predict the reactants needed to synthesize it. The reactants are: [Cl:1][C:2]1[CH:3]=[CH:4][C:5]([N:15]2[CH:19]=[C:18]([Cl:20])[N:17]=[N:16]2)=[C:6]([C:8]2[N:13]=[CH:12][N:11]=[C:10]([OH:14])[CH:9]=2)[CH:7]=1.CN(C(ON1N=NC2C=CC=NC1=2)=[N+](C)C)C.F[P-](F)(F)(F)(F)F.C1CCN2C(=NCCC2)CC1.N[C@@H:57]1[C:73]2[CH:74]=[C:69]([N:70]=[CH:71][CH:72]=2)[C:68]2[N:67]([CH3:75])[N:66]=[CH:65][C:64]=2[NH:63][C:62](=[O:76])[C@H:61]([CH3:77])[CH2:60][CH2:59][CH2:58]1. (2) Given the product [Cl:1][C:2]1[C:10]([F:11])=[CH:9][CH:8]=[CH:7][C:3]=1[C:4]([NH:21][CH2:20][CH:19]([C:16]1[CH:15]=[CH:14][C:13]([F:12])=[CH:18][CH:17]=1)[C:22]1[CH:23]=[N:24][C:25]([C:28]([F:31])([F:29])[F:30])=[CH:26][CH:27]=1)=[O:6], predict the reactants needed to synthesize it. The reactants are: [Cl:1][C:2]1[C:10]([F:11])=[CH:9][CH:8]=[CH:7][C:3]=1[C:4]([OH:6])=O.[F:12][C:13]1[CH:18]=[CH:17][C:16]([CH:19]([C:22]2[CH:23]=[N:24][C:25]([C:28]([F:31])([F:30])[F:29])=[CH:26][CH:27]=2)[CH2:20][NH2:21])=[CH:15][CH:14]=1. (3) Given the product [C:1]1([C:6]([NH:8][CH2:9][C:10]([O-:12])=[O:11])=[O:7])[S:5][CH:4]=[CH:3][CH:2]=1.[Na+:15], predict the reactants needed to synthesize it. The reactants are: [C:1]1([C:6]([NH:8][CH2:9][C:10]([O:12]C)=[O:11])=[O:7])[S:5][CH:4]=[CH:3][CH:2]=1.[OH-].[Na+:15]. (4) Given the product [CH3:13][C:6]1([CH3:14])[C:5]2[C:10](=[CH:11][C:2]([C:15](=[O:17])[CH3:16])=[CH:3][CH:4]=2)[C:9](=[O:12])[CH2:8][CH2:7]1, predict the reactants needed to synthesize it. The reactants are: Br[C:2]1[CH:11]=[C:10]2[C:5]([C:6]([CH3:14])([CH3:13])[CH2:7][CH2:8][C:9]2=[O:12])=[CH:4][CH:3]=1.[CH2:15]([O:17]C([Sn](CCCC)(CCCC)CCCC)=C)[CH3:16].Cl. (5) Given the product [CH3:1][C:2]1[CH:3]=[C:4]([CH:19]=[CH:20][C:21]=1[NH2:22])[CH2:5][N:6]1[C:10]([C:11]([F:12])([F:13])[F:14])=[CH:9][C:8]([C:15]([F:18])([F:17])[F:16])=[N:7]1, predict the reactants needed to synthesize it. The reactants are: [CH3:1][C:2]1[CH:3]=[C:4]([CH:19]=[CH:20][C:21]=1[N+:22]([O-])=O)[CH2:5][N:6]1[C:10]([C:11]([F:14])([F:13])[F:12])=[CH:9][C:8]([C:15]([F:18])([F:17])[F:16])=[N:7]1.C([O-])(=O)C.[NH4+].CC(C)=O. (6) Given the product [C:27]([NH:1][C:2]1[S:3][C:4]([CH2:12][C:13]2[CH:18]=[CH:17][CH:16]=[C:15]([S:19][CH3:20])[CH:14]=2)=[C:5]([C:7]([O:9][CH2:10][CH3:11])=[O:8])[N:6]=1)(=[O:28])[CH3:29], predict the reactants needed to synthesize it. The reactants are: [NH2:1][C:2]1[S:3][C:4]([CH2:12][C:13]2[CH:18]=[CH:17][CH:16]=[C:15]([S:19][CH3:20])[CH:14]=2)=[C:5]([C:7]([O:9][CH2:10][CH3:11])=[O:8])[N:6]=1.N1C=CC=CC=1.[C:27](Cl)([CH3:29])=[O:28]. (7) Given the product [Cl:3][C:4]1[C:12]([CH3:13])=[CH:11][CH:10]=[C:9]2[C:5]=1[C:6]([CH3:14])=[N:7][N:8]2[S:15]([C:18]1[CH:24]=[CH:23][C:21]([CH3:22])=[CH:20][CH:19]=1)(=[O:17])=[O:16], predict the reactants needed to synthesize it. The reactants are: [H-].[Na+].[Cl:3][C:4]1[C:12]([CH3:13])=[CH:11][CH:10]=[C:9]2[C:5]=1[C:6]([CH3:14])=[N:7][NH:8]2.[S:15](Cl)([C:18]1[CH:24]=[CH:23][C:21]([CH3:22])=[CH:20][CH:19]=1)(=[O:17])=[O:16].[NH4+].[Cl-]. (8) Given the product [CH3:1][O:2][C:3](=[O:9])[CH2:4][CH2:5][C:6]1[O:7][CH:11]=[C:12]([C:14]2[CH:19]=[CH:18][C:17]([C:20]([F:21])([F:22])[F:23])=[CH:16][CH:15]=2)[N:8]=1, predict the reactants needed to synthesize it. The reactants are: [CH3:1][O:2][C:3](=[O:9])[CH2:4][CH2:5][C:6]([NH2:8])=[O:7].Br[CH2:11][C:12]([C:14]1[CH:19]=[CH:18][C:17]([C:20]([F:23])([F:22])[F:21])=[CH:16][CH:15]=1)=O.